Dataset: Reaction yield outcomes from USPTO patents with 853,638 reactions. Task: Predict the reaction yield, written as a fraction of the theoretical maximum amount of product (1.0 means a 100% yield; for example, 0.34 means a 34% yield). (1) The reactants are [CH2:1]([N:5]1[C:9]2[CH:10]=[CH:11][C:12]([C:14](OC)=[O:15])=[CH:13][C:8]=2[N:7]=[CH:6]1)[CH2:2][CH:3]=[CH2:4].[H-].[Al+3].[Li+].[H-].[H-].[H-].O.[OH-].[Na+]. The product is [CH2:1]([N:5]1[C:9]2[CH:10]=[CH:11][C:12]([CH2:14][OH:15])=[CH:13][C:8]=2[N:7]=[CH:6]1)[CH2:2][CH:3]=[CH2:4]. The catalyst is C1COCC1. The yield is 0.910. (2) The reactants are [SH:1][CH2:2][CH2:3][CH2:4][CH2:5][CH2:6][CH2:7][CH2:8][CH2:9][CH2:10][CH2:11][CH2:12][O:13][CH2:14][CH2:15][O:16][CH2:17][CH2:18][O:19][CH2:20][CH2:21][O:22][CH2:23][CH2:24][O:25][CH2:26][CH2:27][O:28][CH2:29][CH2:30][OH:31].[C:32]1([C:38](Cl)([C:45]2[CH:50]=[CH:49][CH:48]=[CH:47][CH:46]=2)[C:39]2[CH:44]=[CH:43][CH:42]=[CH:41][CH:40]=2)[CH:37]=[CH:36][CH:35]=[CH:34][CH:33]=1. The catalyst is C1COCC1. The product is [C:38]([S:1][CH2:2][CH2:3][CH2:4][CH2:5][CH2:6][CH2:7][CH2:8][CH2:9][CH2:10][CH2:11][CH2:12][O:13][CH2:14][CH2:15][O:16][CH2:17][CH2:18][O:19][CH2:20][CH2:21][O:22][CH2:23][CH2:24][O:25][CH2:26][CH2:27][O:28][CH2:29][CH2:30][OH:31])([C:32]1[CH:37]=[CH:36][CH:35]=[CH:34][CH:33]=1)([C:45]1[CH:46]=[CH:47][CH:48]=[CH:49][CH:50]=1)[C:39]1[CH:40]=[CH:41][CH:42]=[CH:43][CH:44]=1. The yield is 0.490.